This data is from NCI-60 drug combinations with 297,098 pairs across 59 cell lines. The task is: Regression. Given two drug SMILES strings and cell line genomic features, predict the synergy score measuring deviation from expected non-interaction effect. (1) Synergy scores: CSS=20.4, Synergy_ZIP=1.17, Synergy_Bliss=3.50, Synergy_Loewe=2.65, Synergy_HSA=2.63. Cell line: NCI/ADR-RES. Drug 2: CC1C(C(CC(O1)OC2CC(OC(C2O)C)OC3=CC4=CC5=C(C(=O)C(C(C5)C(C(=O)C(C(C)O)O)OC)OC6CC(C(C(O6)C)O)OC7CC(C(C(O7)C)O)OC8CC(C(C(O8)C)O)(C)O)C(=C4C(=C3C)O)O)O)O. Drug 1: COC1=C(C=C2C(=C1)N=CN=C2NC3=CC(=C(C=C3)F)Cl)OCCCN4CCOCC4. (2) Drug 1: C1CCC(CC1)NC(=O)N(CCCl)N=O. Drug 2: CN(C)N=NC1=C(NC=N1)C(=O)N. Cell line: MALME-3M. Synergy scores: CSS=11.6, Synergy_ZIP=-1.65, Synergy_Bliss=1.87, Synergy_Loewe=-4.10, Synergy_HSA=-1.01. (3) Synergy scores: CSS=42.6, Synergy_ZIP=1.43, Synergy_Bliss=0.683, Synergy_Loewe=0.215, Synergy_HSA=-0.582. Drug 2: C1=CC(=CC=C1C#N)C(C2=CC=C(C=C2)C#N)N3C=NC=N3. Cell line: SF-268. Drug 1: CC12CCC3C(C1CCC2=O)CC(=C)C4=CC(=O)C=CC34C.